This data is from Blood-brain barrier permeability classification from the B3DB database. The task is: Regression/Classification. Given a drug SMILES string, predict its absorption, distribution, metabolism, or excretion properties. Task type varies by dataset: regression for continuous measurements (e.g., permeability, clearance, half-life) or binary classification for categorical outcomes (e.g., BBB penetration, CYP inhibition). Dataset: b3db_classification. (1) The result is 1 (penetrates BBB). The compound is CC(=O)NCC1(c2ccccc2)CCN(CCCC(=O)c2ccc(F)cc2)CC1. (2) The molecule is Cc1cc(=O)c(C(=O)N[C@@H](C(=O)N[C@@H]2C(=O)N3C(C(=O)O)=C(CSc4nnnn4C)CS[C@@H]23)c2ccc(O)cc2)c[nH]1. The result is 0 (does not penetrate BBB).